Predict the reactants needed to synthesize the given product. From a dataset of Full USPTO retrosynthesis dataset with 1.9M reactions from patents (1976-2016). (1) Given the product [F:13][C:14]([F:25])([F:24])[C:15]([N:10]1[CH2:9][CH2:8][CH:7]([C:1]2[CH:6]=[CH:5][CH:4]=[CH:3][CH:2]=2)[CH2:12][CH2:11]1)=[O:16], predict the reactants needed to synthesize it. The reactants are: [C:1]1([CH:7]2[CH2:12][CH2:11][NH:10][CH2:9][CH2:8]2)[CH:6]=[CH:5][CH:4]=[CH:3][CH:2]=1.[F:13][C:14]([F:25])([F:24])[C:15](O[C:15](=[O:16])[C:14]([F:25])([F:24])[F:13])=[O:16]. (2) Given the product [C:1]([O:5][C:6]([NH:8][CH2:9][C:10]1[C:26]([C:27]2[CH:32]=[CH:31][C:30]([CH3:33])=[CH:29][CH:28]=2)=[C:14]([C:15]([O:17][CH2:18][CH2:19][CH2:20][C:21]([OH:23])=[O:22])=[O:16])[C:13]([CH3:34])=[N:12][C:11]=1[CH2:35][CH:36]([CH3:37])[CH3:38])=[O:7])([CH3:2])([CH3:3])[CH3:4], predict the reactants needed to synthesize it. The reactants are: [C:1]([O:5][C:6]([NH:8][CH2:9][C:10]1[C:11]([CH2:35][CH:36]([CH3:38])[CH3:37])=[N:12][C:13]([CH3:34])=[C:14]([C:26]=1[C:27]1[CH:32]=[CH:31][C:30]([CH3:33])=[CH:29][CH:28]=1)[C:15]([O:17][CH2:18][CH2:19][CH2:20][C:21]([O:23]CC)=[O:22])=[O:16])=[O:7])([CH3:4])([CH3:3])[CH3:2].[OH-].[Na+].Cl. (3) Given the product [CH3:36][Si:37]([CH3:44])([C:38]([CH3:40])([CH3:39])[CH:41]([CH3:43])[CH3:42])[O:1][C@@H:2]([C:27]([OH:30])([CH3:29])[CH3:28])[CH2:3][CH2:4][C@H:5]([C@@H:13]1[C@:21]2([CH3:22])[C@H:16]([C@@H:17]([O:23][C:24](=[O:26])[CH3:25])[CH2:18][CH2:19][CH2:20]2)[CH2:15][CH2:14]1)[CH2:6][CH2:7][CH2:8][C:9]([OH:12])([CH3:10])[CH3:11], predict the reactants needed to synthesize it. The reactants are: [OH:1][C@@H:2]([C:27]([OH:30])([CH3:29])[CH3:28])[CH2:3][CH2:4][C@H:5]([C@@H:13]1[C@:21]2([CH3:22])[C@H:16]([C@@H:17]([O:23][C:24](=[O:26])[CH3:25])[CH2:18][CH2:19][CH2:20]2)[CH2:15][CH2:14]1)[CH2:6][CH2:7][CH2:8][C:9]([OH:12])([CH3:11])[CH3:10].N1C=CN=C1.[CH3:36][Si:37](Cl)([CH3:44])[C:38]([CH:41]([CH3:43])[CH3:42])([CH3:40])[CH3:39].C(OCC)(=O)C. (4) Given the product [CH3:29][O:30][C:31]1[CH:32]=[CH:33][C:34]([CH2:35][N:36]2[C:40]3=[N:41][CH:42]=[CH:43][C:44]([O:45][C:46]4[CH:51]=[CH:50][C:49]([NH:52][C:26]([C:23]5[C:24](=[O:25])[N:19]([C:16]6[CH:15]=[CH:14][C:13]([F:12])=[CH:18][CH:17]=6)[N:20]=[CH:21][CH:22]=5)=[O:28])=[CH:48][C:47]=4[F:53])=[C:39]3[C:38]([N:54]3[CH2:59][CH2:58][N:57]([CH2:60][CH2:61][O:62][CH3:63])[CH2:56][CH2:55]3)=[N:37]2)=[CH:64][CH:65]=1, predict the reactants needed to synthesize it. The reactants are: CCN=C=NCCCN(C)C.[F:12][C:13]1[CH:18]=[CH:17][C:16]([N:19]2[C:24](=[O:25])[C:23]([C:26]([OH:28])=O)=[CH:22][CH:21]=[N:20]2)=[CH:15][CH:14]=1.[CH3:29][O:30][C:31]1[CH:65]=[CH:64][C:34]([CH2:35][N:36]2[C:40]3=[N:41][CH:42]=[CH:43][C:44]([O:45][C:46]4[CH:51]=[CH:50][C:49]([NH2:52])=[CH:48][C:47]=4[F:53])=[C:39]3[C:38]([N:54]3[CH2:59][CH2:58][N:57]([CH2:60][CH2:61][O:62][CH3:63])[CH2:56][CH2:55]3)=[N:37]2)=[CH:33][CH:32]=1.C(N(CC)CC)C.